This data is from Catalyst prediction with 721,799 reactions and 888 catalyst types from USPTO. The task is: Predict which catalyst facilitates the given reaction. (1) Reactant: [CH2:1]=O.[CH2:3]([NH2:10])[C:4]1[CH:9]=[CH:8][CH:7]=[CH:6][CH:5]=1.[CH3:11][CH:12](C)[C:13](=[O:15])C.Cl.C(N([CH:24]([CH3:26])[CH3:25])C(C)C)C.[OH-].[K+]. Product: [CH2:3]([N:10]1[CH2:11][CH2:12][C:13](=[O:15])[C:24]([CH3:25])([CH3:26])[CH2:1]1)[C:4]1[CH:9]=[CH:8][CH:7]=[CH:6][CH:5]=1. The catalyst class is: 40. (2) Reactant: [Cl-].[Ca+2].[Cl-].[Br:4][C:5]1[C:14]([O:15][CH3:16])=[CH:13][C:8]([C:9](OC)=[O:10])=[CH:7][C:6]=1[O:17][CH3:18].[BH4-].[Na+].Cl. Product: [Br:4][C:5]1[C:14]([O:15][CH3:16])=[CH:13][C:8]([CH2:9][OH:10])=[CH:7][C:6]=1[O:17][CH3:18]. The catalyst class is: 199. (3) Reactant: [CH:1]1([CH2:4][C:5]([NH:7][NH:8][C:9]2[C:14]([C:15]([F:18])([F:17])[F:16])=[C:13]([NH:19][CH2:20][C@H:21]3[CH2:23][C@@H:22]3[C:24]3[CH:29]=[CH:28][C:27]([F:30])=[CH:26][CH:25]=3)[CH:12]=[CH:11][N:10]=2)=O)[CH2:3][CH2:2]1.CC[N+](S(N=C(OC)[O-])(=O)=O)(CC)CC. Product: [CH:1]1([CH2:4][C:5]2[N:10]3[CH:11]=[CH:12][C:13]([NH:19][CH2:20][C@H:21]4[CH2:23][C@@H:22]4[C:24]4[CH:29]=[CH:28][C:27]([F:30])=[CH:26][CH:25]=4)=[C:14]([C:15]([F:18])([F:17])[F:16])[C:9]3=[N:8][N:7]=2)[CH2:3][CH2:2]1. The catalyst class is: 49.